This data is from Forward reaction prediction with 1.9M reactions from USPTO patents (1976-2016). The task is: Predict the product of the given reaction. (1) Given the reactants [CH2:1]([C:10]1[CH:17]=[CH:16][C:13]([CH:14]=O)=[CH:12][CH:11]=1)[CH2:2][CH2:3][CH2:4][CH2:5][CH2:6][CH2:7][CH2:8][CH3:9].[CH2:18]([O:20][C:21](=[O:34])[C:22]([CH2:29][C:30]#[C:31][CH2:32][NH2:33])([CH3:28])[C:23]([O:25][CH2:26][CH3:27])=[O:24])[CH3:19].CO.C([BH3-])#N.[Na+], predict the reaction product. The product is: [CH2:26]([O:25][C:23](=[O:24])[C:22]([CH3:28])([CH2:29][C:30]#[C:31][CH2:32][NH:33][CH2:14][C:13]1[CH:16]=[CH:17][C:10]([CH2:1][CH2:2][CH2:3][CH2:4][CH2:5][CH2:6][CH2:7][CH2:8][CH3:9])=[CH:11][CH:12]=1)[C:21]([O:20][CH2:18][CH3:19])=[O:34])[CH3:27]. (2) Given the reactants [NH2:1][C:2]1[C:3]2[C:10]([C:11]3[C:12]([Cl:27])=[C:13]4[C:17](=[CH:18][CH:19]=3)[N:16](C(OC(C)(C)C)=O)[CH2:15][CH2:14]4)=[CH:9][N:8]([CH3:28])[C:4]=2[N:5]=[CH:6][N:7]=1.[ClH:29], predict the reaction product. The product is: [ClH:27].[ClH:29].[Cl:27][C:12]1[C:11]([C:10]2[C:3]3[C:2]([NH2:1])=[N:7][CH:6]=[N:5][C:4]=3[N:8]([CH3:28])[CH:9]=2)=[CH:19][CH:18]=[C:17]2[C:13]=1[CH2:14][CH2:15][NH:16]2.